Dataset: Catalyst prediction with 721,799 reactions and 888 catalyst types from USPTO. Task: Predict which catalyst facilitates the given reaction. (1) Reactant: [Cl:1][C:2]1[N:11]=[C:10](Cl)[C:9]2[C:4](=[CH:5][CH:6]=[C:7]([CH3:13])[CH:8]=2)[N:3]=1.[NH3:14]. Product: [Cl:1][C:2]1[N:11]=[C:10]([NH2:14])[C:9]2[C:4](=[CH:5][CH:6]=[C:7]([CH3:13])[CH:8]=2)[N:3]=1. The catalyst class is: 7. (2) The catalyst class is: 55. Product: [CH3:18][O:17][C:11]1[CH:10]=[C:9]([CH:14]=[CH:13][C:12]=1[O:15][CH3:16])[O:6][C:7]1[S:4][C:3]([NH2:5])=[N:2][N:1]=1. Reactant: [NH2:1][NH:2][C:3]([NH2:5])=[S:4].[O:6]([C:9]1[CH:14]=[CH:13][C:12]([O:15][CH3:16])=[C:11]([O:17][CH3:18])[CH:10]=1)[C:7]#N.N. (3) Reactant: [NH2:1][C:2]([CH3:7])([CH2:5][OH:6])[CH2:3][OH:4].[N+:8]([C:11]1[CH:12]=[C:13]([S:17](Cl)(=[O:19])=[O:18])[CH:14]=[CH:15][CH:16]=1)([O-:10])=[O:9].C(N(CC)CC)C.O. Product: [OH:4][CH2:3][C:2]([NH:1][S:17]([C:13]1[CH:14]=[CH:15][CH:16]=[C:11]([N+:8]([O-:10])=[O:9])[CH:12]=1)(=[O:18])=[O:19])([CH2:5][OH:6])[CH3:7]. The catalyst class is: 12. (4) Reactant: [Cl:1][C:2]1[C:3]([O:53][CH3:54])=[CH:4][CH:5]=[C:6]2[C:11]=1[N:10]=[C:9]([C:12]1[S:13][CH:14]=[C:15]([CH:17]([CH3:19])[CH3:18])[N:16]=1)[CH:8]=[C:7]2[O:20][C@@H:21]1[CH2:25][N:24]([C:26]([NH:28][C@:29]2([C:34](=[O:42])[NH:35][S:36]([CH:39]3[CH2:41][CH2:40]3)(=[O:38])=[O:37])[CH2:31][C@H:30]2C=C)=[O:27])[C@H:23]([C:43]([N:45]([CH2:47][CH2:48][CH2:49][CH2:50][CH:51]=[CH2:52])[CH3:46])=[O:44])[CH2:22]1.SC1N=CC=CC=1C(O)=O. Product: [Cl:1][C:2]1[C:3]([O:53][CH3:54])=[CH:4][CH:5]=[C:6]2[C:11]=1[N:10]=[C:9]([C:12]1[S:13][CH:14]=[C:15]([CH:17]([CH3:18])[CH3:19])[N:16]=1)[CH:8]=[C:7]2[O:20][C@@H:21]1[CH2:25][N:24]2[C@H:23]([C:43](=[O:44])[N:45]([CH3:46])[CH2:47][CH2:48][CH2:49][CH2:50][CH:51]=[CH:52][C@H:31]3[C@:29]([C:34]([NH:35][S:36]([CH:39]4[CH2:41][CH2:40]4)(=[O:37])=[O:38])=[O:42])([NH:28][C:26]2=[O:27])[CH2:30]3)[CH2:22]1. The catalyst class is: 68.